From a dataset of Forward reaction prediction with 1.9M reactions from USPTO patents (1976-2016). Predict the product of the given reaction. (1) Given the reactants [CH2:1]([NH:8][C:9]1[N:13]([CH3:14])[C:12]2[CH:15]=[CH:16][C:17]([N:19]([C:21]3[CH:26]=[CH:25][N:24]=[C:23]([Cl:27])[N:22]=3)[CH3:20])=[CH:18][C:11]=2[N:10]=1)[C:2]1[CH:7]=[CH:6][CH:5]=[CH:4][CH:3]=1.[NH2:28][C:29]1[CH:30]=[C:31]([S:35]([NH2:38])(=[O:37])=[O:36])[CH:32]=[CH:33][CH:34]=1, predict the reaction product. The product is: [ClH:27].[CH2:1]([NH:8][C:9]1[N:13]([CH3:14])[C:12]2[CH:15]=[CH:16][C:17]([N:19]([CH3:20])[C:21]3[CH:26]=[CH:25][N:24]=[C:23]([NH:28][C:29]4[CH:30]=[C:31]([S:35]([NH2:38])(=[O:36])=[O:37])[CH:32]=[CH:33][CH:34]=4)[N:22]=3)=[CH:18][C:11]=2[N:10]=1)[C:2]1[CH:7]=[CH:6][CH:5]=[CH:4][CH:3]=1. (2) Given the reactants Cl.[CH3:2][O:3][C:4]([C@H:6]1[NH:22][C:21](=[O:23])[C@H:20](C(C)C)[NH:19][C:18](=[O:27])[C@@H:17]([NH2:28])[CH2:16][C:15]2=[CH:29][CH:30]=[C:12]([CH:13]=[CH:14]2)[O:11][CH2:10][CH2:9][CH2:8][CH2:7]1)=[O:5].Cl[C:32]([O:34][CH2:35][C:36]1[CH:41]=[CH:40][CH:39]=[CH:38][CH:37]=1)=[O:33].CCN([CH:48]([CH3:50])[CH3:49])C(C)C.[CH3:51]COC(C)=O.C(Cl)Cl, predict the reaction product. The product is: [CH3:2][O:3][C:4]([C@H:6]1[NH:22][C:21](=[O:23])[C@H:20]([CH2:49][CH:48]([CH3:50])[CH3:51])[NH:19][C:18](=[O:27])[C@@H:17]([NH:28][C:32]([O:34][CH2:35][C:36]2[CH:41]=[CH:40][CH:39]=[CH:38][CH:37]=2)=[O:33])[CH2:16][C:15]2=[CH:29][CH:30]=[C:12]([CH:13]=[CH:14]2)[O:11][CH2:10][CH2:9][CH2:8][CH2:7]1)=[O:5]. (3) Given the reactants [CH2:1]([CH:5]1[CH2:10][CH:9]2[CH2:11][CH:6]1[CH:7]=[CH:8]2)[CH2:2][CH2:3][CH3:4].C12CC(C=C1)CC2.C[O:20][C:21]([CH:23]1CC2C[CH:24]1[CH:25]=[CH:26]2)=[O:22].[CH2:24]([CH2:23][C:21]([O-:20])=[O:22])[CH:25]=[CH2:26].[CH3:37][O:38][C:39]([CH:41]1[CH2:46][CH:45]2[CH2:47][CH:42]1[CH:43]=[CH:44]2)=[O:40].C1(C)C=CC=CC=1, predict the reaction product. The product is: [CH:6]12[CH2:11][CH:9]([CH:10]=[CH:5]1)[CH2:8][CH2:7]2.[CH2:24]([CH2:23][C:21]([O-:22])=[O:20])[CH:25]=[CH2:26].[CH2:1]([CH:5]1[CH2:10][CH:9]2[CH2:11][CH:6]1[CH:7]=[CH:8]2)[CH2:2][CH2:3][CH3:4].[CH3:37][O:38][C:39]([CH:41]1[CH2:46][CH:45]2[CH2:47][CH:42]1[CH:43]=[CH:44]2)=[O:40]. (4) Given the reactants [Cl:1][C:2]1[CH:3]=[CH:4][C:5]([O:24][CH2:25][C:26]2[CH:31]=[CH:30][C:29]([Cl:32])=[CH:28][C:27]=2[F:33])=[C:6]([CH:23]=1)[CH2:7][N:8]1[C:16]2[CH:15]=[CH:14][CH:13]=[C:12]([C:17]([O:19]C)=[O:18])[C:11]=2[C:10]([CH2:21][OH:22])=[CH:9]1.[OH-].[Na+:35].O, predict the reaction product. The product is: [Cl:1][C:2]1[CH:3]=[CH:4][C:5]([O:24][CH2:25][C:26]2[CH:31]=[CH:30][C:29]([Cl:32])=[CH:28][C:27]=2[F:33])=[C:6]([CH:23]=1)[CH2:7][N:8]1[C:16]2[CH:15]=[CH:14][CH:13]=[C:12]([C:17]([O-:19])=[O:18])[C:11]=2[C:10]([CH2:21][OH:22])=[CH:9]1.[Na+:35]. (5) Given the reactants Cl.[CH3:2][O:3][C:4](=[O:29])[C@@H:5]([NH:8][C:9]([C:11]1[S:12][C:13]([C:18](=[O:28])[NH:19][CH2:20][C:21]2[CH:26]=[CH:25][CH:24]=[C:23]([OH:27])[CH:22]=2)=[CH:14][C:15]=1[C:16]#[N:17])=[O:10])[CH2:6][NH2:7].C(N(CC)CC)C.CN(C(ON1N=NC2C=CC=CC1=2)=[N+](C)C)C.F[P-](F)(F)(F)(F)F.C1C=CC2N(O)N=NC=2C=1.[S:71]1[CH:75]=[CH:74][CH:73]=[C:72]1[C:76](O)=[O:77], predict the reaction product. The product is: [CH3:2][O:3][C:4](=[O:29])[C@@H:5]([NH:8][C:9]([C:11]1[S:12][C:13]([C:18](=[O:28])[NH:19][CH2:20][C:21]2[CH:26]=[CH:25][CH:24]=[C:23]([OH:27])[CH:22]=2)=[CH:14][C:15]=1[C:16]#[N:17])=[O:10])[CH2:6][NH:7][C:76]([C:72]1[S:71][CH:75]=[CH:74][CH:73]=1)=[O:77]. (6) Given the reactants [NH2:1][C:2]1[CH:7]=[CH:6][CH:5]=[CH:4][C:3]=1[SH:8].[SH:9][C:10]1[CH:18]=[CH:17][CH:16]=[CH:15][C:11]=1[C:12](O)=O, predict the reaction product. The product is: [S:8]1[C:3]2[CH:4]=[CH:5][CH:6]=[CH:7][C:2]=2[N:1]=[C:12]1[C:11]1[CH:15]=[CH:16][CH:17]=[CH:18][C:10]=1[SH:9].